Dataset: Forward reaction prediction with 1.9M reactions from USPTO patents (1976-2016). Task: Predict the product of the given reaction. (1) Given the reactants CN1CCOCC1.Cl.Cl.[C:10]1([N:16]2[CH2:21][CH2:20][CH2:19][C@H:18]([NH2:22])[CH2:17]2)[CH:15]=[CH:14][CH:13]=[CH:12][CH:11]=1.[OH:23][CH:24]1[CH2:29][CH2:28][CH:27]([C:30](O)=[O:31])[CH2:26][CH2:25]1.F[P-](F)(F)(F)(F)F.N1(O[P+](N(C)C)(N(C)C)N(C)C)C2C=CC=CC=2N=N1.CN(C)C=O.C(O)(C(F)(F)F)=O, predict the reaction product. The product is: [OH:23][CH:24]1[CH2:29][CH2:28][CH:27]([C:30]([NH:22][C@H:18]2[CH2:19][CH2:20][CH2:21][N:16]([C:10]3[CH:15]=[CH:14][CH:13]=[CH:12][CH:11]=3)[CH2:17]2)=[O:31])[CH2:26][CH2:25]1. (2) Given the reactants [CH2:1]([O:3][C:4]([C:6]1[CH:10]=[CH:9][N:8]([CH:11]([CH3:13])[CH3:12])[C:7]=1[CH:14]([C:16]1[CH:21]=[CH:20][C:19]([C:22]#[N:23])=[CH:18][CH:17]=1)O)=[O:5])[CH3:2].[NH2:24][C:25]1[CH:26]=[C:27]([Cl:41])[C:28](=[O:40])[N:29]([CH2:31][C:32]2[CH:37]=[CH:36][C:35]([O:38][CH3:39])=[CH:34][CH:33]=2)[CH:30]=1.C(OC(C1C=CN(C(C)C)C=1C(C1C=CC(Cl)=CC=1)O)=O)C.NC1C(=O)N(C)C=C(Cl)C=1, predict the reaction product. The product is: [CH2:1]([O:3][C:4]([C:6]1[CH:10]=[CH:9][N:8]([CH:11]([CH3:13])[CH3:12])[C:7]=1[CH:14]([NH:24][C:25]1[CH:26]=[C:27]([Cl:41])[C:28](=[O:40])[N:29]([CH2:31][C:32]2[CH:37]=[CH:36][C:35]([O:38][CH3:39])=[CH:34][CH:33]=2)[CH:30]=1)[C:16]1[CH:21]=[CH:20][C:19]([C:22]#[N:23])=[CH:18][CH:17]=1)=[O:5])[CH3:2]. (3) Given the reactants [CH3:1][O:2][C:3]1[CH:4]=[C:5]([CH:11]=[C:12]([C:16]2[CH:21]=[CH:20][C:19]([O:22][CH3:23])=[CH:18][CH:17]=2)[C:13]([OH:15])=[O:14])[CH:6]=[CH:7][C:8]=1[O:9][CH3:10].[C:24](=O)([O-])[O-].[K+].[K+].CI, predict the reaction product. The product is: [CH3:1][O:2][C:3]1[CH:4]=[C:5]([CH:11]=[C:12]([C:16]2[CH:17]=[CH:18][C:19]([O:22][CH3:23])=[CH:20][CH:21]=2)[C:13]([O:15][CH3:24])=[O:14])[CH:6]=[CH:7][C:8]=1[O:9][CH3:10]. (4) Given the reactants [CH2:1]([O:3][C:4](=[O:21])[CH2:5][CH:6]([C:14]1[CH:19]=[CH:18][C:17]([F:20])=[CH:16][CH:15]=1)[C:7]1[CH:12]=[CH:11][C:10]([OH:13])=[CH:9][CH:8]=1)[CH3:2].Br[CH2:23][C:24]1[CH:29]=[CH:28][C:27]([C:30]2[CH:35]=[C:34]([CH3:36])[CH:33]=[CH:32][C:31]=2[O:37][CH2:38][CH2:39][CH2:40][CH3:41])=[CH:26][CH:25]=1.C(=O)([O-])[O-].[Cs+].[Cs+].Cl, predict the reaction product. The product is: [CH2:1]([O:3][C:4](=[O:21])[CH2:5][CH:6]([C:7]1[CH:12]=[CH:11][C:10]([O:13][CH2:23][C:24]2[CH:25]=[CH:26][C:27]([C:30]3[CH:35]=[C:34]([CH3:36])[CH:33]=[CH:32][C:31]=3[O:37][CH2:38][CH2:39][CH2:40][CH3:41])=[CH:28][CH:29]=2)=[CH:9][CH:8]=1)[C:14]1[CH:15]=[CH:16][C:17]([F:20])=[CH:18][CH:19]=1)[CH3:2]. (5) Given the reactants [CH:1]([C:3]1[CH:8]=[CH:7][C:6](/[CH:9]=[CH:10]/[C:11]([O:13][CH2:14][CH3:15])=[O:12])=[CH:5][CH:4]=1)=O.[N:16]1([C:22]2[CH:23]=[CH:24][C:25]3[N:26]([C:28]([C:31]([F:34])([F:33])[F:32])=[N:29][N:30]=3)[N:27]=2)[CH2:21][CH2:20][NH:19][CH2:18][CH2:17]1, predict the reaction product. The product is: [F:34][C:31]([F:32])([F:33])[C:28]1[N:26]2[N:27]=[C:22]([N:16]3[CH2:21][CH2:20][N:19]([CH2:1][C:3]4[CH:8]=[CH:7][C:6](/[CH:9]=[CH:10]/[C:11]([O:13][CH2:14][CH3:15])=[O:12])=[CH:5][CH:4]=4)[CH2:18][CH2:17]3)[CH:23]=[CH:24][C:25]2=[N:30][N:29]=1. (6) The product is: [C:1]([C:5]1[CH:6]=[C:7]([NH:18][C:19]([NH:21][C@@H:22]2[C:31]3[C:26](=[CH:27][CH:28]=[CH:29][CH:30]=3)[C@H:25]([O:32][C:33]3[CH:34]=[CH:35][C:36]4[N:37]([C:39]([N:42]5[CH2:47][CH2:46][CH2:45][CH2:44][C@@H:43]5[CH3:48])=[N:40][N:41]=4)[CH:38]=3)[CH2:24][CH2:23]2)=[O:20])[N:8]([C:10]2[CH:11]=[CH:12][C:13]([CH2:16][N:53]3[CH2:54][CH2:55][CH2:56][N:50]([CH3:49])[CH2:51][CH2:52]3)=[CH:14][CH:15]=2)[N:9]=1)([CH3:3])([CH3:4])[CH3:2]. Given the reactants [C:1]([C:5]1[CH:6]=[C:7]([NH:18][C:19]([NH:21][C@@H:22]2[C:31]3[C:26](=[CH:27][CH:28]=[CH:29][CH:30]=3)[C@H:25]([O:32][C:33]3[CH:34]=[CH:35][C:36]4[N:37]([C:39]([N:42]5[CH2:47][CH2:46][CH2:45][CH2:44][C@@H:43]5[CH3:48])=[N:40][N:41]=4)[CH:38]=3)[CH2:24][CH2:23]2)=[O:20])[N:8]([C:10]2[CH:15]=[CH:14][C:13]([CH:16]=O)=[CH:12][CH:11]=2)[N:9]=1)([CH3:4])([CH3:3])[CH3:2].[CH3:49][N:50]1[CH2:56][CH2:55][CH2:54][NH:53][CH2:52][CH2:51]1.C(O[BH-](OC(=O)C)OC(=O)C)(=O)C.[Na+].O, predict the reaction product. (7) Given the reactants C[N:2]([CH2:10][CH2:11][CH2:12][C:13]1[CH:18]=[CH:17][C:16]([C:19](=O)[C:20]2[CH:25]=[CH:24][C:23]([O:26]C3CCCCO3)=[CH:22][CH:21]=2)=[CH:15][N:14]=1)[C:3](=O)OC(C)(C)C.[C:34]([C:38]1[CH:43]=[CH:42][CH:41]=[CH:40][CH:39]=1)(=O)[CH2:35][CH3:36], predict the reaction product. The product is: [CH3:3][NH:2][CH2:10][CH2:11][CH2:12][C:13]1[N:14]=[CH:15][C:16]([C:19]([C:20]2[CH:21]=[CH:22][C:23]([OH:26])=[CH:24][CH:25]=2)=[C:34]([C:38]2[CH:43]=[CH:42][CH:41]=[CH:40][CH:39]=2)[CH2:35][CH3:36])=[CH:17][CH:18]=1. (8) Given the reactants CC1N[C:6](=O)[CH2:5][NH:4][C:3]1=[O:9].[H-].[Na+].[CH3:12]I.[CH3:14][N:15]([CH3:18])[CH:16]=[O:17], predict the reaction product. The product is: [CH3:14][N:15]1[CH2:18][C:3](=[O:9])[N:4]([CH3:12])[CH:5]([CH3:6])[C:16]1=[O:17]. (9) Given the reactants C([O-])([O-])=O.[K+].[K+].Br.[CH3:8][N:9]1[CH2:14][CH2:13][CH:12]=[C:11]([C:15]([O:17][CH3:18])=[O:16])[CH2:10]1, predict the reaction product. The product is: [CH3:8][N:9]1[CH2:14][CH2:13][CH:12]=[C:11]([C:15]([O:17][CH3:18])=[O:16])[CH2:10]1. (10) Given the reactants [C:1]([C:5]1[CH:10]=[CH:9][C:8]([CH3:11])=[CH:7][CH:6]=1)([CH3:4])([CH3:3])[CH3:2].F[B-](F)(F)F.[O:17]=[N+:18]=[O:19], predict the reaction product. The product is: [C:1]([C:5]1[CH:6]=[CH:7][C:8]([CH3:11])=[C:9]([N+:18]([O-:19])=[O:17])[CH:10]=1)([CH3:4])([CH3:3])[CH3:2].